From a dataset of NCI-60 drug combinations with 297,098 pairs across 59 cell lines. Regression. Given two drug SMILES strings and cell line genomic features, predict the synergy score measuring deviation from expected non-interaction effect. Drug 1: CN1CCC(CC1)COC2=C(C=C3C(=C2)N=CN=C3NC4=C(C=C(C=C4)Br)F)OC. Drug 2: CN(C)C1=NC(=NC(=N1)N(C)C)N(C)C. Cell line: NCI-H322M. Synergy scores: CSS=26.8, Synergy_ZIP=1.34, Synergy_Bliss=1.73, Synergy_Loewe=-40.6, Synergy_HSA=0.0389.